Dataset: Forward reaction prediction with 1.9M reactions from USPTO patents (1976-2016). Task: Predict the product of the given reaction. (1) Given the reactants [N:1]1[CH:6]=[CH:5][CH:4]=[C:3]([C:7]2[C:15]3[C:10](=[CH:11][C:12]([CH:16]=[O:17])=[CH:13][CH:14]=3)[NH:9][N:8]=2)[CH:2]=1.B1(C2C=CC([N:33]3[CH2:38][CH2:37][O:36][CH2:35][CH2:34]3)=NC=2)OC(C)(C)C(C)(C)O1, predict the reaction product. The product is: [O:36]1[CH2:37][CH2:38][N:33]([C:6]2[N:1]=[CH:2][C:3]([C:7]3[C:15]4[C:10](=[CH:11][C:12]([CH:16]=[O:17])=[CH:13][CH:14]=4)[NH:9][N:8]=3)=[CH:4][CH:5]=2)[CH2:34][CH2:35]1. (2) Given the reactants CO[C:3](=[O:12])[C:4]1[CH:9]=[C:8](Br)[C:7](Cl)=[N:6][CH:5]=1.[CH2:13]([OH:18])[CH2:14][CH2:15][CH2:16][CH3:17].[Cl:19][C:20]1[CH:25]=[C:24]([Cl:26])[CH:23]=[CH:22][C:21]=1B(O)O.[NH2:30][C@@H:31]1[CH2:36][CH2:35][CH2:34][CH2:33][C@H:32]1[OH:37], predict the reaction product. The product is: [Cl:19][C:20]1[CH:25]=[C:24]([Cl:26])[CH:23]=[CH:22][C:21]=1[C:8]1[C:7]([O:18][CH2:13][CH2:14][CH2:15][CH2:16][CH3:17])=[N:6][CH:5]=[C:4]([CH:9]=1)[C:3]([NH:30][C@@H:31]1[CH2:36][CH2:35][CH2:34][CH2:33][C@H:32]1[OH:37])=[O:12]. (3) Given the reactants [CH3:1][O:2][C:3]([NH:5][C@H:6]([C:11]([N:13]1[CH2:17][CH2:16][CH2:15][C@H:14]1[C:18]1[NH:19][C:20]([C:23]2[CH:28]=[C:27]3[CH2:29][O:30][C:31]4[CH:58]=[C:57]5[C:34]([CH:35]=[CH:36][C:37]6[N:41]=[C:40]([C@@H:42]7[CH2:46][C@H:45]([CH2:47][O:48][CH3:49])[CH2:44][N:43]7C(OC(C)(C)C)=O)[NH:39][C:38]=65)=[CH:33][C:32]=4[C:26]3=[CH:25][CH:24]=2)=[CH:21][N:22]=1)=[O:12])[C@@H:7]([CH3:10])[O:8][CH3:9])=[O:4].Cl.[CH3:60][O:61][C:62]([NH:64][C@H:65]([C:69]1[CH:74]=[CH:73][CH:72]=[CH:71][CH:70]=1)[C:66]([OH:68])=O)=[O:63].CCN(C(C)C)C(C)C.CCOC(C(C#N)=NOC(N1CCOCC1)=[N+](C)C)=O.F[P-](F)(F)(F)(F)F, predict the reaction product. The product is: [CH3:60][O:61][C:62](=[O:63])[NH:64][C@H:65]([C:69]1[CH:74]=[CH:73][CH:72]=[CH:71][CH:70]=1)[C:66]([N:43]1[CH2:44][C@@H:45]([CH2:47][O:48][CH3:49])[CH2:46][C@H:42]1[C:40]1[NH:39][C:38]2[C:57]3[C:34]([CH:35]=[CH:36][C:37]=2[N:41]=1)=[CH:33][C:32]1[C:26]2[C:27]([CH2:29][O:30][C:31]=1[CH:58]=3)=[CH:28][C:23]([C:20]1[NH:19][C:18]([C@@H:14]3[CH2:15][CH2:16][CH2:17][N:13]3[C:11](=[O:12])[C@@H:6]([NH:5][C:3]([O:2][CH3:1])=[O:4])[C@H:7]([O:8][CH3:9])[CH3:10])=[N:22][CH:21]=1)=[CH:24][CH:25]=2)=[O:68]. (4) Given the reactants [F:1][C:2]1([F:13])[O:6][C:5]2[CH:7]=[CH:8][C:9]([CH:11]=O)=[CH:10][C:4]=2[O:3]1.[Cl:14][C:15]1[CH:16]=[C:17]([CH2:22][CH2:23][NH2:24])[CH:18]=[CH:19][C:20]=1[Cl:21].[BH4-].[Na+], predict the reaction product. The product is: [Cl:14][C:15]1[CH:16]=[C:17]([CH2:22][CH2:23][NH:24][CH2:11][C:9]2[CH:8]=[CH:7][C:5]3[O:6][C:2]([F:13])([F:1])[O:3][C:4]=3[CH:10]=2)[CH:18]=[CH:19][C:20]=1[Cl:21]. (5) Given the reactants [Si:1]([O:8][C@@H:9]1[C@H:13]([CH3:14])[NH:12][C:11](=[O:15])[CH2:10]1)([C:4]([CH3:7])([CH3:6])[CH3:5])([CH3:3])[CH3:2].Br[C:17]1[CH:24]=[CH:23][C:20]([C:21]#[N:22])=[C:19]([Cl:25])[CH:18]=1.C(=O)([O-])[O-].[Cs+].[Cs+].C1(P(C2C=CC=CC=2)C2C3OC4C(=CC=CC=4P(C4C=CC=CC=4)C4C=CC=CC=4)C(C)(C)C=3C=CC=2)C=CC=CC=1, predict the reaction product. The product is: [Cl:25][C:19]1[CH:18]=[C:17]([N:12]2[C@@H:13]([CH3:14])[C@@H:9]([O:8][Si:1]([C:4]([CH3:7])([CH3:6])[CH3:5])([CH3:3])[CH3:2])[CH2:10][C:11]2=[O:15])[CH:24]=[CH:23][C:20]=1[C:21]#[N:22]. (6) Given the reactants [C:1]([O:5][C:6](=[O:23])[NH:7][C@H:8]([C:13]([N:15]1[CH2:19][CH:18]=[CH:17][C@H:16]1[C:20](=O)[NH2:21])=[O:14])[C:9]([CH3:12])([CH3:11])[CH3:10])([CH3:4])([CH3:3])[CH3:2].P(Cl)(Cl)(Cl)=O, predict the reaction product. The product is: [C:1]([O:5][C:6](=[O:23])[NH:7][C@H:8]([C:13]([N:15]1[CH2:19][CH:18]=[CH:17][C@H:16]1[C:20]#[N:21])=[O:14])[C:9]([CH3:12])([CH3:11])[CH3:10])([CH3:2])([CH3:3])[CH3:4]. (7) Given the reactants [CH2:1]([O:3][C:4](=[O:19])[CH2:5][O:6][C:7]1[CH:12]=[C:11]([CH3:13])[C:10]([O:14][CH3:15])=[CH:9][C:8]=1[CH:16]([CH3:18])[CH3:17])[CH3:2].[H-].[Na+].[CH:22]([O:24][CH2:25]C)=O.IC, predict the reaction product. The product is: [CH2:1]([O:3][C:4](=[O:19])[C:5]([O:6][C:7]1[CH:12]=[C:11]([CH3:13])[C:10]([O:14][CH3:15])=[CH:9][C:8]=1[CH:16]([CH3:18])[CH3:17])=[CH:22][O:24][CH3:25])[CH3:2]. (8) Given the reactants [N+:1]([C:4]1[CH:14]=[CH:13][CH:12]=[C:6]2[C:7]([NH:9][C:10](=O)[C:5]=12)=O)([O-:3])=[O:2].CSC.B, predict the reaction product. The product is: [N+:1]([C:4]1[CH:14]=[CH:13][CH:12]=[C:6]2[C:5]=1[CH2:10][NH:9][CH2:7]2)([O-:3])=[O:2].